From a dataset of Catalyst prediction with 721,799 reactions and 888 catalyst types from USPTO. Predict which catalyst facilitates the given reaction. (1) Reactant: [Br:1][CH2:2][C:3](=[O:18])[CH2:4][C@@H:5]1[CH2:10][CH2:9][CH2:8][CH2:7][N:6]1[C:11]([O:13][C:14]([CH3:17])([CH3:16])[CH3:15])=[O:12].[F:19][C:20]1[CH:21]=[CH:22][C:23]([NH2:26])=[N:24][CH:25]=1.C1C(=O)N([Cl:34])C(=O)C1. The catalyst class is: 163. Product: [Cl:34][C:2]1[N:24]2[CH:25]=[C:20]([F:19])[CH:21]=[CH:22][C:23]2=[N:26][C:3]=1[CH2:4][C@@H:5]1[CH2:10][CH2:9][CH2:8][CH2:7][N:6]1[C:11]([O:13][C:14]([CH3:17])([CH3:16])[CH3:15])=[O:12].[Br:1][CH2:2][C:3](=[O:18])[CH2:4][C@@H:5]1[CH2:10][CH2:9][CH2:8][CH2:7][N:6]1[C:11]([O:13][C:14]([CH3:16])([CH3:15])[CH3:17])=[O:12]. (2) Reactant: [CH2:1]([S:3]([C:6]1[CH:25]=[CH:24][CH:23]=[CH:22][C:7]=1[CH2:8][N:9]1[C:14]2[N:15]=[C:16]([S:19][CH3:20])[N:17]=[CH:18][C:13]=2[CH:12]=[CH:11][C:10]1=[O:21])(=[O:5])=[O:4])[CH3:2].ClC1C=CC=C(C(OO)=[O:34])C=1. Product: [CH2:1]([S:3]([C:6]1[CH:25]=[CH:24][CH:23]=[CH:22][C:7]=1[CH2:8][N:9]1[C:14]2[N:15]=[C:16]([S:19]([CH3:20])=[O:34])[N:17]=[CH:18][C:13]=2[CH:12]=[CH:11][C:10]1=[O:21])(=[O:5])=[O:4])[CH3:2]. The catalyst class is: 4. (3) Reactant: C(OC([NH:8][CH2:9][C:10]1[C:11]([Cl:24])=[C:12]([CH:21]=[CH:22][CH:23]=1)[C:13]([NH:15][C:16]1[NH:17][CH:18]=[CH:19][N:20]=1)=[O:14])=O)(C)(C)C.[ClH:25]. Product: [ClH:24].[ClH:25].[NH2:8][CH2:9][C:10]1[CH:23]=[CH:22][C:21]([Cl:25])=[C:12]([CH:11]=1)[C:13]([NH:15][C:16]1[NH:17][CH:18]=[CH:19][N:20]=1)=[O:14]. The catalyst class is: 25. (4) Reactant: Br[C:2]1[CH:6]=[CH:5][O:4][C:3]=1[C:7](=[O:24])[C:8](=[N:12][NH:13][C:14]1[CH:19]=[CH:18][CH:17]=[C:16]([C:20]([F:23])([F:22])[F:21])[CH:15]=1)[C:9](=[O:11])[CH3:10].C(=O)([O-])[O-].[K+].[K+].O. Product: [C:9]([C:8]1[C:7](=[O:24])[C:3]2[O:4][CH:5]=[CH:6][C:2]=2[N:13]([C:14]2[CH:19]=[CH:18][CH:17]=[C:16]([C:20]([F:23])([F:22])[F:21])[CH:15]=2)[N:12]=1)(=[O:11])[CH3:10]. The catalyst class is: 3. (5) Reactant: C(=[C:8]1[C:17]2[N:16]=[CH:15][CH:14]=[CH:13][C:12]=2[CH2:11][CH2:10][CH2:9]1)C1C=CC=CC=1.[O:18]=[O+][O-]. Product: [N:16]1[C:17]2[C:8](=[O:18])[CH2:9][CH2:10][CH2:11][C:12]=2[CH:13]=[CH:14][CH:15]=1. The catalyst class is: 100. (6) Reactant: [Cl:1][C:2]1[CH:7]=[CH:6][C:5]([C:8](=[NH:20])[NH:9][C:10]2[CH:15]=[CH:14][C:13]([S:16]([CH3:19])(=[O:18])=[O:17])=[CH:12][CH:11]=2)=[CH:4][CH:3]=1.C(=O)(O)[O-].[Na+].Cl[CH2:27][C:28]([C:30]1[CH:35]=[CH:34][C:33]([F:36])=[CH:32][CH:31]=1)=O. Product: [Cl:1][C:2]1[CH:3]=[CH:4][C:5]([C:8]2[N:9]([C:10]3[CH:15]=[CH:14][C:13]([S:16]([CH3:19])(=[O:17])=[O:18])=[CH:12][CH:11]=3)[CH:27]=[C:28]([C:30]3[CH:35]=[CH:34][C:33]([F:36])=[CH:32][CH:31]=3)[N:20]=2)=[CH:6][CH:7]=1. The catalyst class is: 32. (7) Reactant: [CH3:1][C:2]1[C:6]([C:7]([NH:9][N:10]2[CH2:15][CH2:14][CH2:13][CH2:12][CH2:11]2)=[O:8])=[N:5][N:4]([C:16]2[CH:17]=[CH:18][C:19]([Cl:23])=[CH:20][C:21]=2[Cl:22])[C:3]=1[C:24]1[CH:25]=[CH:26][C:27]([Cl:30])=[CH:28][CH:29]=1.Cl.N. Product: [CH3:1][C:2]1[C:6]([C:7]([NH:9][N:10]2[CH2:11][CH2:12][CH2:13][CH2:14][CH2:15]2)=[O:8])=[N:5][N:4]([C:16]2[CH:17]=[CH:18][C:19]([Cl:23])=[CH:20][C:21]=2[Cl:22])[C:3]=1[C:24]1[CH:25]=[CH:26][C:27]([Cl:30])=[CH:28][CH:29]=1. The catalyst class is: 5. (8) Reactant: [C:1]([O:5][C:6]([N:8]1[CH2:11][CH2:10][C@H:9]1[CH2:12]OS(C)(=O)=O)=[O:7])([CH3:4])([CH3:3])[CH3:2].C([BH-](CC)CC)C.[Li+].C(OCC)(=O)C. Product: [C:1]([O:5][C:6]([N:8]1[CH2:11][CH2:10][C@H:9]1[CH3:12])=[O:7])([CH3:4])([CH3:2])[CH3:3]. The catalyst class is: 1.